Task: Predict the product of the given reaction.. Dataset: Forward reaction prediction with 1.9M reactions from USPTO patents (1976-2016) (1) Given the reactants Cl.C1C2C(COC([N:19]3[CH2:24][C@@H:23]([C:25](=[O:44])[N:26]([CH:41]4[CH2:43][CH2:42]4)[CH2:27][C:28]4[CH:33]=[CH:32][C:31]([CH3:34])=[C:30]([O:35][CH2:36][CH2:37][CH2:38][O:39][CH3:40])[CH:29]=4)[CH2:22][C@@H:21]([NH2:45])[CH2:20]3)=O)C3C(=CC=CC=3)C=2C=CC=1.[C:46](Cl)(=[O:51])[C:47]([CH3:50])([CH3:49])[CH3:48], predict the reaction product. The product is: [CH:41]1([N:26]([CH2:27][C:28]2[CH:33]=[CH:32][C:31]([CH3:34])=[C:30]([O:35][CH2:36][CH2:37][CH2:38][O:39][CH3:40])[CH:29]=2)[C:25]([C@H:23]2[CH2:22][C@@H:21]([NH:45][C:46](=[O:51])[C:47]([CH3:50])([CH3:49])[CH3:48])[CH2:20][NH:19][CH2:24]2)=[O:44])[CH2:42][CH2:43]1. (2) The product is: [C:12]1([N:18]([CH:19]2[CH2:24][CH2:23][N:22]([C:25]([O:27][CH2:28][C@@H:29]([N:31]([CH2:32][C:33]3[CH:34]=[CH:35][CH:36]=[CH:37][CH:38]=3)[CH2:39][C:40]3[CH:41]=[CH:42][CH:43]=[CH:44][CH:45]=3)[CH3:30])=[O:26])[CH2:21][CH2:20]2)[S:8]([C:5]2[CH:6]=[CH:7][C:2]([F:1])=[CH:3][CH:4]=2)(=[O:10])=[O:9])[CH:13]=[CH:14][CH:15]=[CH:16][CH:17]=1. Given the reactants [F:1][C:2]1[CH:7]=[CH:6][C:5]([S:8](Cl)(=[O:10])=[O:9])=[CH:4][CH:3]=1.[C:12]1([NH:18][CH:19]2[CH2:24][CH2:23][N:22]([C:25]([O:27][CH2:28][C@@H:29]([N:31]([CH2:39][C:40]3[CH:45]=[CH:44][CH:43]=[CH:42][CH:41]=3)[CH2:32][C:33]3[CH:38]=[CH:37][CH:36]=[CH:35][CH:34]=3)[CH3:30])=[O:26])[CH2:21][CH2:20]2)[CH:17]=[CH:16][CH:15]=[CH:14][CH:13]=1, predict the reaction product. (3) Given the reactants Br[CH2:2][CH:3]1[CH:5]([C:6]2[CH:11]=[CH:10][CH:9]=[CH:8][CH:7]=2)[CH:4]1[C:12]([O:14]CC)=O.C(=O)([O-])O.[Na+].[CH2:22]([NH2:28])[CH2:23][CH2:24][CH2:25][CH2:26][CH3:27].O, predict the reaction product. The product is: [CH2:22]([N:28]1[CH2:2][CH:3]2[CH:4]([CH:5]2[C:6]2[CH:7]=[CH:8][CH:9]=[CH:10][CH:11]=2)[C:12]1=[O:14])[CH2:23][CH2:24][CH2:25][CH2:26][CH3:27]. (4) Given the reactants [N:1]1[CH:6]=[C:5](B(O)O)[CH:4]=[N:3][CH:2]=1.I[C:11]1[C:19]2[C:14](=[N:15][CH:16]=[N:17][C:18]=2[NH2:20])[N:13]([CH:21]([CH3:23])[CH3:22])[N:12]=1.C([O-])([O-])=O.[Na+].[Na+], predict the reaction product. The product is: [CH:21]([N:13]1[C:14]2=[N:15][CH:16]=[N:17][C:18]([NH2:20])=[C:19]2[C:11]([C:5]2[CH:6]=[N:1][CH:2]=[N:3][CH:4]=2)=[N:12]1)([CH3:23])[CH3:22].